This data is from Kir2.1 potassium channel HTS with 301,493 compounds. The task is: Binary Classification. Given a drug SMILES string, predict its activity (active/inactive) in a high-throughput screening assay against a specified biological target. (1) The drug is Fc1ccc(C2N(Cc3occc3)C(=O)C(O)=C2C(=O)C)cc1. The result is 0 (inactive). (2) The compound is BrC12CC3(CC(C1)CC(C3)C2)C(=O)NC(CO)(C)C. The result is 0 (inactive). (3) The compound is o1nc(c2cc(OC)c(OC)c(OC)c2)c(c1C)/C=C\c1ccc(OC(=O)C)cc1. The result is 0 (inactive). (4) The molecule is O1Cc2c(ccc(N\N=C3\C(=C(C(=O)N(CCO)C3=O)C#N)C)c2)C1=O. The result is 0 (inactive).